Dataset: Catalyst prediction with 721,799 reactions and 888 catalyst types from USPTO. Task: Predict which catalyst facilitates the given reaction. (1) Reactant: [NH2:1][C:2]1[CH:3]=[C:4]([CH:9]=[CH:10][C:11]=1[NH2:12])[C:5]([NH:7][NH2:8])=[O:6].C(Cl)Cl.[F:16][C:17]([F:28])([F:27])[C:18]1[CH:23]=[CH:22][C:21]([N:24]=[C:25]=S)=[CH:20][CH:19]=1.CCN=C=NCCCN(C)C. Product: [F:16][C:17]([F:27])([F:28])[C:18]1[CH:19]=[CH:20][C:21]([NH:24][C:25]2[O:6][C:5]([C:4]3[CH:3]=[C:2]([NH2:1])[C:11]([NH2:12])=[CH:10][CH:9]=3)=[N:7][N:8]=2)=[CH:22][CH:23]=1. The catalyst class is: 3. (2) Reactant: [NH:1]1[C:9]2[C:4](=[CH:5][CH:6]=[CH:7][C:8]=2[C:10]([OH:12])=O)[CH:3]=[CH:2]1.CN(C(ON1N=NC2C=CC=CC1=2)=[N+](C)C)C.[B-](F)(F)(F)F.C(N(CC)C(C)C)(C)C.[C:44]([C:48]1[CH:65]=[CH:64][C:51]([CH2:52][NH:53][CH2:54][CH2:55][C:56]2[CH:61]=[CH:60][CH:59]=[C:58]([Cl:62])[C:57]=2[F:63])=[CH:50][CH:49]=1)([CH3:47])([CH3:46])[CH3:45]. Product: [C:44]([C:48]1[CH:65]=[CH:64][C:51]([CH2:52][N:53]([CH2:54][CH2:55][C:56]2[CH:61]=[CH:60][CH:59]=[C:58]([Cl:62])[C:57]=2[F:63])[C:10]([C:8]2[CH:7]=[CH:6][CH:5]=[C:4]3[C:9]=2[NH:1][CH:2]=[CH:3]3)=[O:12])=[CH:50][CH:49]=1)([CH3:47])([CH3:45])[CH3:46]. The catalyst class is: 18. (3) Reactant: [CH:1]1[C:10]2[CH2:9][CH2:8][CH2:7][CH2:6][C:5]=2[CH:4]=[CH:3][C:2]=1[OH:11].[Br:12]Br. Product: [Br:12][C:1]1[C:10]2[CH2:9][CH2:8][CH2:7][CH2:6][C:5]=2[CH:4]=[CH:3][C:2]=1[OH:11].[Br:12][C:3]1[C:2]([OH:11])=[CH:1][C:10]2[CH2:9][CH2:8][CH2:7][CH2:6][C:5]=2[CH:4]=1. The catalyst class is: 53. (4) Reactant: [CH3:1][CH:2]([CH2:4][N:5]([S:29]([C:32]1[CH:33]=[CH:34][C:35]([NH2:38])=[CH:36][CH:37]=1)(=[O:31])=[O:30])[CH2:6][C@@H:7]([OH:28])[C@@H:8]([NH:16][C:17]([O:19][C@@H:20]1[C@@H:24]2[CH2:25][CH2:26][O:27][C@@H:23]2[O:22][CH2:21]1)=[O:18])[CH2:9][C:10]1[CH:11]=[CH:12][CH:13]=[CH:14][CH:15]=1)[CH3:3]. Product: [CH3:3][CH:2]([CH2:4][N:5]([S:29]([C:32]1[CH:37]=[CH:36][C:35]([NH2:38])=[CH:34][CH:33]=1)(=[O:31])=[O:30])[CH2:6][C@@H:7]([OH:28])[C@@H:8]([NH:16][C:17]([O:19][C@@H:20]1[C@@H:24]2[CH2:25][CH2:26][O:27][C@@H:23]2[O:22][CH2:21]1)=[O:18])[CH2:9][C:10]1[CH:15]=[CH:14][CH:13]=[CH:12][CH:11]=1)[CH3:1].[CH2:21]([OH:22])[CH2:20][CH2:24][CH2:25][CH3:26]. The catalyst class is: 709. (5) Reactant: [CH3:1][O:2][C:3]1[CH:11]=[CH:10][CH:9]=[C:8]2[C:4]=1[CH:5]([OH:22])[N:6]([C:13]([CH3:21])([C:15]1[CH:20]=[CH:19][CH:18]=[CH:17][CH:16]=1)[CH3:14])[C:7]2=[O:12].CN(CCN(C)C)C.C([Li])(CC)C.CCCCCC.[I:42]I. Product: [CH3:1][O:2][C:3]1[CH:11]=[CH:10][C:9]([I:42])=[C:8]2[C:4]=1[CH:5]([OH:22])[N:6]([C:13]([CH3:14])([C:15]1[CH:20]=[CH:19][CH:18]=[CH:17][CH:16]=1)[CH3:21])[C:7]2=[O:12]. The catalyst class is: 1.